Dataset: Forward reaction prediction with 1.9M reactions from USPTO patents (1976-2016). Task: Predict the product of the given reaction. (1) Given the reactants [CH2:1]([O:8][C:9]1[CH:10]=[C:11]([OH:15])[CH:12]=[CH:13][CH:14]=1)[C:2]1[CH:7]=[CH:6][CH:5]=[CH:4][CH:3]=1.[Br:16][C:17]1[CH:24]=[C:23](F)[CH:22]=[CH:21][C:18]=1[CH:19]=[O:20].C([O-])([O-])=O.[K+].[K+], predict the reaction product. The product is: [CH2:1]([O:8][C:9]1[CH:10]=[C:11]([CH:12]=[CH:13][CH:14]=1)[O:15][C:23]1[CH:22]=[CH:21][C:18]([CH:19]=[O:20])=[C:17]([Br:16])[CH:24]=1)[C:2]1[CH:3]=[CH:4][CH:5]=[CH:6][CH:7]=1. (2) Given the reactants Cl.Cl.[C:3]([C:7]1[CH:8]=[C:9]([NH:13][C:14]([NH:16][C:17]2[CH:22]=[CH:21][C:20]([CH2:23][N:24]3[CH2:29][CH2:28][NH:27][CH2:26][CH2:25]3)=[CH:19][CH:18]=2)=[O:15])[N:10]([CH3:12])[N:11]=1)([CH3:6])([CH3:5])[CH3:4].CCN(C(C)C)C(C)C.[Cl:39][C:40]1[CH:48]=[CH:47][CH:46]=[C:45]([Cl:49])[C:41]=1[C:42](Cl)=[O:43].O, predict the reaction product. The product is: [C:3]([C:7]1[CH:8]=[C:9]([NH:13][C:14]([NH:16][C:17]2[CH:22]=[CH:21][C:20]([CH2:23][N:24]3[CH2:29][CH2:28][N:27]([C:42](=[O:43])[C:41]4[C:40]([Cl:39])=[CH:48][CH:47]=[CH:46][C:45]=4[Cl:49])[CH2:26][CH2:25]3)=[CH:19][CH:18]=2)=[O:15])[N:10]([CH3:12])[N:11]=1)([CH3:6])([CH3:4])[CH3:5]. (3) Given the reactants [S:1]1[CH:5]=[CH:4][CH:3]=[C:2]1[CH:6]=O.[CH3:8][O:9][CH2:10][CH2:11][NH2:12].[C:13]1(=[O:24])[O:19][C:17](=O)[C:16]2=[CH:20][CH:21]=[CH:22][CH:23]=[C:15]2[CH2:14]1.[F:25][C:26]([F:34])([F:33])[C:27]1[N:31]=[C:30]([NH2:32])[S:29][N:28]=1, predict the reaction product. The product is: [CH3:8][O:9][CH2:10][CH2:11][N:12]1[CH:6]([C:2]2[S:1][CH:5]=[CH:4][CH:3]=2)[CH:14]([C:13]([NH:32][C:30]2[S:29][N:28]=[C:27]([C:26]([F:34])([F:33])[F:25])[N:31]=2)=[O:24])[C:15]2[C:16](=[CH:20][CH:21]=[CH:22][CH:23]=2)[C:17]1=[O:19]. (4) Given the reactants Cl.[Cl:2][C:3]1[CH:4]=[CH:5][C:6]([NH:9][C:10](=[O:30])[C:11]2[C:16]([F:17])=[CH:15][CH:14]=[CH:13][C:12]=2[NH:18][C:19]([CH:21]2[CH2:26][CH2:25][N:24]([CH:27]([CH3:29])[CH3:28])[CH2:23][CH2:22]2)=[O:20])=[N:7][CH:8]=1.FC(F)(F)C(O)=O.ClC1C=CC(NC(=O)C2C(F)=CC=CC=2NC(C2CCNCC2)=O)=NC=1, predict the reaction product. The product is: [Cl:2][C:3]1[CH:4]=[CH:5][C:6]([NH:9][C:10](=[O:30])[C:11]2[C:16]([F:17])=[CH:15][CH:14]=[CH:13][C:12]=2[NH:18][C:19]([CH:21]2[CH2:22][CH2:23][N:24]([CH:27]([CH3:28])[CH3:29])[CH2:25][CH2:26]2)=[O:20])=[N:7][CH:8]=1. (5) Given the reactants C([O:8][C:9]1[CH:14]=[CH:13][N:12]([CH2:15][C:16](=O)[C:17]2[CH:33]=[CH:32][C:20]3[CH2:21][CH2:22][N:23]([C:26](=[O:31])[C:27]([F:30])([F:29])[F:28])[CH2:24][CH2:25][C:19]=3[CH:18]=2)[C:11](=[O:35])[CH:10]=1)C1C=CC=CC=1, predict the reaction product. The product is: [OH:8][C:9]1[CH:14]=[CH:13][N:12]([CH2:15][CH2:16][C:17]2[CH:33]=[CH:32][C:20]3[CH2:21][CH2:22][N:23]([C:26](=[O:31])[C:27]([F:28])([F:29])[F:30])[CH2:24][CH2:25][C:19]=3[CH:18]=2)[C:11](=[O:35])[CH:10]=1. (6) Given the reactants [CH3:1][NH:2][C:3]([C:5]1[CH:13]=[C:12]2[C:8]([CH:9]=[CH:10][N:11]2[CH:14]2[CH2:19][CH2:18][NH:17][CH2:16][CH2:15]2)=[CH:7][CH:6]=1)=[O:4].[CH3:20][O:21][C:22]1[C:33]([CH2:34][CH:35]=O)=[CH:32][C:25]2[N:26]([CH3:31])[C:27](=[O:30])[O:28][CH2:29][C:24]=2[CH:23]=1.C(O[BH-](OC(=O)C)OC(=O)C)(=O)C.[Na+].C(=O)(O)[O-].[Na+], predict the reaction product. The product is: [CH3:20][O:21][C:22]1[C:33]([CH2:34][CH2:35][N:17]2[CH2:18][CH2:19][CH:14]([N:11]3[C:12]4[C:8](=[CH:7][CH:6]=[C:5]([C:3]([NH:2][CH3:1])=[O:4])[CH:13]=4)[CH:9]=[CH:10]3)[CH2:15][CH2:16]2)=[CH:32][C:25]2[N:26]([CH3:31])[C:27](=[O:30])[O:28][CH2:29][C:24]=2[CH:23]=1. (7) Given the reactants F[B-](F)(F)F.[O:6]=[N+:7]=[O:8].[Br:9][C:10]1[CH:11]=[C:12]2[C:17](=[CH:18][CH:19]=1)[N:16]([C:20]([O:22][CH3:23])=[O:21])[CH2:15][CH2:14][CH2:13]2.O, predict the reaction product. The product is: [Br:9][C:10]1[CH:11]=[C:12]2[C:17](=[C:18]([N+:7]([O-:8])=[O:6])[CH:19]=1)[N:16]([C:20]([O:22][CH3:23])=[O:21])[CH2:15][CH2:14][CH2:13]2.